Task: Predict which catalyst facilitates the given reaction.. Dataset: Catalyst prediction with 721,799 reactions and 888 catalyst types from USPTO (1) Reactant: Br[CH2:2][C:3]1[N:4]=[C:5]([N:13]2[CH2:18][CH2:17][O:16][CH2:15][CH2:14]2)[S:6][C:7]=1[C:8]([O:10][CH2:11][CH3:12])=[O:9].[O:19]1[C:24]2[CH:25]=[CH:26][C:27](B(O)O)=[CH:28][C:23]=2[O:22][CH2:21][CH2:20]1.C(=O)([O-])[O-].[Cs+].[Cs+].O1CCOCC1.O. Product: [O:19]1[C:24]2[CH:25]=[CH:26][C:27]([CH2:2][C:3]3[N:4]=[C:5]([N:13]4[CH2:18][CH2:17][O:16][CH2:15][CH2:14]4)[S:6][C:7]=3[C:8]([O:10][CH2:11][CH3:12])=[O:9])=[CH:28][C:23]=2[O:22][CH2:21][CH2:20]1. The catalyst class is: 73. (2) Product: [Br:14][C:15]1[CH:16]=[C:17]([C:27]([NH:1][C:2]2[C:10]([CH3:11])=[CH:9][C:8]([C:12]#[N:13])=[CH:7][C:3]=2[C:4]([OH:6])=[O:5])=[O:28])[N:18]([C:20]2[C:25]([Cl:26])=[CH:24][CH:23]=[CH:22][N:21]=2)[N:19]=1. The catalyst class is: 1. Reactant: [NH2:1][C:2]1[C:10]([CH3:11])=[CH:9][C:8]([C:12]#[N:13])=[CH:7][C:3]=1[C:4]([OH:6])=[O:5].[Br:14][C:15]1[CH:16]=[C:17]([C:27](Cl)=[O:28])[N:18]([C:20]2[C:25]([Cl:26])=[CH:24][CH:23]=[CH:22][N:21]=2)[N:19]=1.C(N(CC)CC)C. (3) Reactant: [Br:1][C:2]1[CH:7]=[CH:6][C:5]([O:8][CH3:9])=[CH:4][C:3]=1[S:10](Cl)(=[O:12])=[O:11].[C:14]([NH2:18])([CH3:17])([CH3:16])[CH3:15].C(N(CC)CC)C. Product: [Br:1][C:2]1[CH:7]=[CH:6][C:5]([O:8][CH3:9])=[CH:4][C:3]=1[S:10]([NH:18][C:14]([CH3:17])([CH3:16])[CH3:15])(=[O:12])=[O:11]. The catalyst class is: 4. (4) Reactant: [OH-].[Na+].C1COCC1.[F:8][C:9]([F:39])([F:38])[C:10]1[CH:11]=[C:12]([CH:35]=[CH:36][CH:37]=1)[CH2:13][N:14]1[CH2:23][CH2:22][C:21]2[C:16](=[CH:17][CH:18]=[CH:19][C:20]=2[C:24]2[CH:25]=[C:26]([CH:32]=[CH:33][CH:34]=2)[C:27]([O:29]CC)=[O:28])[CH2:15]1.Cl. Product: [F:38][C:9]([F:8])([F:39])[C:10]1[CH:11]=[C:12]([CH:35]=[CH:36][CH:37]=1)[CH2:13][N:14]1[CH2:23][CH2:22][C:21]2[C:16](=[CH:17][CH:18]=[CH:19][C:20]=2[C:24]2[CH:25]=[C:26]([CH:32]=[CH:33][CH:34]=2)[C:27]([OH:29])=[O:28])[CH2:15]1. The catalyst class is: 72. (5) Reactant: [C:9](O[C:9]([O:11][C:12]([CH3:15])([CH3:14])[CH3:13])=[O:10])([O:11][C:12]([CH3:15])([CH3:14])[CH3:13])=[O:10].[CH:16]([CH:19]1[CH2:24][NH:23][CH2:22][CH2:21][NH:20]1)([CH3:18])[CH3:17]. Product: [C:12]([O:11][C:9]([N:23]1[CH2:22][CH2:21][NH:20][CH:19]([CH:16]([CH3:18])[CH3:17])[CH2:24]1)=[O:10])([CH3:13])([CH3:14])[CH3:15]. The catalyst class is: 4. (6) Reactant: [Cl:1][C:2]1[CH:7]=[CH:6][C:5]([C:8]2([C:13]([N:15]3[CH2:20][CH2:19][CH2:18][CH:17]([CH2:21][OH:22])[CH2:16]3)=[O:14])[CH2:12][CH2:11][CH2:10][CH2:9]2)=[CH:4][CH:3]=1.CCN(C(C)C)C(C)C.[CH3:32][S:33](Cl)(=[O:35])=[O:34]. Product: [Cl:1][C:2]1[CH:3]=[CH:4][C:5]([C:8]2([C:13]([N:15]3[CH2:20][CH2:19][CH2:18][CH:17]([CH2:21][O:22][S:33]([CH3:32])(=[O:35])=[O:34])[CH2:16]3)=[O:14])[CH2:12][CH2:11][CH2:10][CH2:9]2)=[CH:6][CH:7]=1. The catalyst class is: 4. (7) Reactant: ClCCl.[F:4][C:5]1[C:15]([N:16]2[C:20](=[O:21])[N:19]([CH3:22])[C:18]([CH3:23])=[N:17]2)=[CH:14][C:8]2[N:9]=[C:10]([S:12][CH3:13])[S:11][C:7]=2[CH:6]=1.ClC1C=C(C=CC=1)C(OO)=[O:29]. Product: [F:4][C:5]1[C:15]([N:16]2[C:20](=[O:21])[N:19]([CH3:22])[C:18]([CH3:23])=[N:17]2)=[CH:14][C:8]2[N:9]=[C:10]([S:12]([CH3:13])=[O:29])[S:11][C:7]=2[CH:6]=1. The catalyst class is: 6.